This data is from Full USPTO retrosynthesis dataset with 1.9M reactions from patents (1976-2016). The task is: Predict the reactants needed to synthesize the given product. Given the product [C:3]([O:7][C:8](=[O:11])[NH:9][O:10][C:14]([N:13]([CH3:17])[CH3:12])=[O:15])([CH3:6])([CH3:5])[CH3:4], predict the reactants needed to synthesize it. The reactants are: [H-].[Na+].[C:3]([O:7][C:8](=[O:11])[NH:9][OH:10])([CH3:6])([CH3:5])[CH3:4].[CH3:12][N:13]([CH3:17])[C:14](Cl)=[O:15].O.